Dataset: Catalyst prediction with 721,799 reactions and 888 catalyst types from USPTO. Task: Predict which catalyst facilitates the given reaction. (1) Reactant: [N+](C1C=C([N+]([O-])=O)C=CC=1[O-])([O-])=O.[NH2:14][N+:15]1[CH:20]=[CH:19][C:18]2[O:21][CH:22]=[CH:23][C:17]=2[CH:16]=1.C(=O)([O-])[O-].[K+].[K+].[C:30]([O:34][CH2:35][CH3:36])(=[O:33])[C:31]#[CH:32]. Product: [C:31]1([C:30]([O:34][CH2:35][CH3:36])=[O:33])[CH:32]=[N:14][N:15]2[CH:20]=[CH:19][C:18]3[O:21][CH:22]=[CH:23][C:17]=3[C:16]=12. The catalyst class is: 35. (2) Reactant: [C:1]1([N:7]2[C:19]3[CH:18]=[CH:17][CH:16]=[CH:15][C:14]=3[C:13]3[C:8]2=[CH:9][CH:10]=[CH:11][CH:12]=3)[CH:6]=[CH:5][CH:4]=[CH:3][CH:2]=1.[Br:20]N1C(=O)CCC1=O. Product: [Br:20][C:16]1[CH:17]=[CH:18][C:19]2[N:7]([C:1]3[CH:2]=[CH:3][CH:4]=[CH:5][CH:6]=3)[C:8]3[C:13]([C:14]=2[CH:15]=1)=[CH:12][CH:11]=[CH:10][CH:9]=3. The catalyst class is: 15. (3) Reactant: [N+:1]([C:4]1[CH:20]=[CH:19][C:7]2[N:8]=[C:9]([NH:11][CH2:12][CH2:13][N:14]3[CH2:18][CH2:17][CH2:16][CH2:15]3)[S:10][C:6]=2[CH:5]=1)([O-])=O.Cl[Sn]Cl.N.CO.C(Cl)Cl. Product: [NH2:1][C:4]1[CH:20]=[CH:19][C:7]2[N:8]=[C:9]([NH:11][CH2:12][CH2:13][N:14]3[CH2:18][CH2:17][CH2:16][CH2:15]3)[S:10][C:6]=2[CH:5]=1. The catalyst class is: 8. (4) Reactant: [F:1][C:2]([F:15])([F:14])[S:3]([O:6]S(C(F)(F)F)(=O)=O)(=[O:5])=[O:4].O[C:17]1[CH:22]=[CH:21][C:20]([CH2:23][C:24]([O:26][CH3:27])=[O:25])=[CH:19][C:18]=1[CH3:28].C(N(CC)CC)C. Product: [CH3:28][C:18]1[CH:19]=[C:20]([CH2:23][C:24]([O:26][CH3:27])=[O:25])[CH:21]=[CH:22][C:17]=1[O:6][S:3]([C:2]([F:15])([F:14])[F:1])(=[O:5])=[O:4]. The catalyst class is: 34. (5) Reactant: N([O-])=O.[Na+].[N+]([O-])(O)=O.S[C:10]1[N:11]([CH2:17][CH2:18][CH3:19])[C:12]([CH2:15][OH:16])=[CH:13][N:14]=1.C(=O)([O-])[O-].[Na+].[Na+]. Product: [CH2:17]([N:11]1[C:12]([CH2:15][OH:16])=[CH:13][N:14]=[CH:10]1)[CH2:18][CH3:19]. The catalyst class is: 801. (6) Reactant: [CH3:1][O:2][C:3]([C:5]1[CH:6]=[C:7]([NH:11][C@@H:12]([CH2:23][C:24]2[CH:29]=[CH:28][CH:27]=[C:26]([CH3:30])[CH:25]=2)[C:13]([O:15]CC2C=CC=CC=2)=[O:14])[CH:8]=[CH:9][CH:10]=1)=[O:4]. Product: [CH3:1][O:2][C:3]([C:5]1[CH:6]=[C:7]([NH:11][C@@H:12]([CH2:23][C:24]2[CH:29]=[CH:28][CH:27]=[C:26]([CH3:30])[CH:25]=2)[C:13]([OH:15])=[O:14])[CH:8]=[CH:9][CH:10]=1)=[O:4]. The catalyst class is: 50. (7) Reactant: CCN(CC)CC.[Cl:8][C:9]1[C:18]2[C:13](=[CH:14][CH:15]=[C:16]([S:19](Cl)(=[O:21])=[O:20])[CH:17]=2)[C:12]([Cl:23])=[CH:11][N:10]=1.[C:24]([O:28][C:29](=[O:35])[C@H:30]([CH:32]([CH3:34])[CH3:33])[NH2:31])([CH3:27])([CH3:26])[CH3:25]. Product: [C:24]([O:28][C:29](=[O:35])[C@H:30]([CH:32]([CH3:33])[CH3:34])[NH:31][S:19]([C:16]1[CH:17]=[C:18]2[C:13]([C:12]([Cl:23])=[CH:11][N:10]=[C:9]2[Cl:8])=[CH:14][CH:15]=1)(=[O:21])=[O:20])([CH3:27])([CH3:26])[CH3:25]. The catalyst class is: 2.